From a dataset of Catalyst prediction with 721,799 reactions and 888 catalyst types from USPTO. Predict which catalyst facilitates the given reaction. (1) Product: [C:6]1([S:12]([C:15]2[CH:4]=[CH:3][CH:2]=[CH:1][N:16]=2)(=[O:13])=[O:14])[CH:7]=[CH:8][CH:9]=[CH:10][CH:11]=1. Reactant: [CH:1](=O)/[CH:2]=[CH:3]/[CH3:4].[C:6]1([S:12]([C:15]#[N:16])(=[O:14])=[O:13])[CH:11]=[CH:10][CH:9]=[CH:8][CH:7]=1.C1(C)C=CC=CC=1.Cl([O-])(=O)(=O)=O.[Na+]. The catalyst class is: 51. (2) Reactant: [C:1]([O:5][C:6]([N:8]1[CH2:11][CH:10]([C:12]2[CH:13]=[C:14]3[C:20]([C:21]([O:23][CH3:24])=[O:22])=[N:19][N:18](S(C4C=CC(C)=CC=4)(=O)=O)[C:15]3=[N:16][CH:17]=2)[CH2:9]1)=[O:7])([CH3:4])([CH3:3])[CH3:2].[OH-].[Li+]. Product: [C:1]([O:5][C:6]([N:8]1[CH2:9][CH:10]([C:12]2[CH:13]=[C:14]3[C:20]([C:21]([O:23][CH3:24])=[O:22])=[N:19][NH:18][C:15]3=[N:16][CH:17]=2)[CH2:11]1)=[O:7])([CH3:4])([CH3:3])[CH3:2]. The catalyst class is: 193.